Dataset: CYP3A4 inhibition data for predicting drug metabolism from PubChem BioAssay. Task: Regression/Classification. Given a drug SMILES string, predict its absorption, distribution, metabolism, or excretion properties. Task type varies by dataset: regression for continuous measurements (e.g., permeability, clearance, half-life) or binary classification for categorical outcomes (e.g., BBB penetration, CYP inhibition). Dataset: cyp3a4_veith. (1) The compound is O=C1[C@H]2CC=C3[C@@H]([C@H](O)[C@H]4O[C@@H]4C34OCCCO4)[C@H]2C(=O)N1Cc1ccccc1. The result is 0 (non-inhibitor). (2) The result is 1 (inhibitor). The drug is Cc1ccccc1-c1cncnc1N1CCNCC1. (3) The molecule is CN(C)S(=O)(=O)c1ccc(NC(=O)c2c(F)cccc2Cl)cc1. The result is 1 (inhibitor).